Dataset: Forward reaction prediction with 1.9M reactions from USPTO patents (1976-2016). Task: Predict the product of the given reaction. (1) The product is: [Cl:3][C:4]1[CH:9]=[C:8]([O:10][C:13]2[CH:14]=[C:15]([F:21])[C:16]([N+:18]([O-:20])=[O:19])=[CH:17][C:12]=2[F:11])[CH:7]=[CH:6][N:5]=1. Given the reactants [H-].[Na+].[Cl:3][C:4]1[CH:9]=[C:8]([OH:10])[CH:7]=[CH:6][N:5]=1.[F:11][C:12]1[CH:17]=[C:16]([N+:18]([O-:20])=[O:19])[C:15]([F:21])=[CH:14][C:13]=1F, predict the reaction product. (2) Given the reactants [N+:1]([C:4]1[CH:9]=[CH:8][N:7]=[C:6]([C:10]([NH2:12])=[O:11])[CH:5]=1)([O-])=O.[H][H], predict the reaction product. The product is: [NH2:1][C:4]1[CH:9]=[CH:8][N:7]=[C:6]([C:10]([NH2:12])=[O:11])[CH:5]=1. (3) Given the reactants [C:1]1([C:7]2[S:11][C:10]([N:12]=[C:13]=[O:14])=[CH:9][CH:8]=2)[CH:6]=[CH:5][CH:4]=[CH:3][CH:2]=1.[C:15]12([CH2:25][N:26]3[CH2:31][CH2:30][CH:29]([NH2:32])[CH2:28][CH2:27]3)[CH2:24][CH:19]3[CH2:20][CH:21]([CH2:23][CH:17]([CH2:18]3)[CH2:16]1)[CH2:22]2, predict the reaction product. The product is: [C:15]12([CH2:25][N:26]3[CH2:31][CH2:30][CH:29]([NH:32][C:13]([NH:12][C:10]4[S:11][C:7]([C:1]5[CH:2]=[CH:3][CH:4]=[CH:5][CH:6]=5)=[CH:8][CH:9]=4)=[O:14])[CH2:28][CH2:27]3)[CH2:16][CH:17]3[CH2:23][CH:21]([CH2:20][CH:19]([CH2:18]3)[CH2:24]1)[CH2:22]2. (4) Given the reactants [C:1]1([CH3:25])[CH:6]=[CH:5][C:4]([C:7]2[N:8]=[C:9]3[CH2:23][CH:22]([OH:24])[CH2:21][NH:20][C:10]3=[N:11][C:12]=2[C:13]2[CH:18]=[CH:17][C:16]([CH3:19])=[CH:15][CH:14]=2)=[CH:3][CH:2]=1.[CH2:26]([N:33]1[C:37]([CH2:38][CH2:39][CH2:40][CH2:41][CH:42]=O)=[N:36][N:35]=[N:34]1)[C:27]1[CH:32]=[CH:31][CH:30]=[CH:29][CH:28]=1.C(O[BH-](OC(=O)C)OC(=O)C)(=O)C.[Na+].O, predict the reaction product. The product is: [CH2:26]([N:33]1[C:37]([CH2:38][CH2:39][CH2:40][CH2:41][CH2:42][N:20]2[C:10]3=[N:11][C:12]([C:13]4[CH:18]=[CH:17][C:16]([CH3:19])=[CH:15][CH:14]=4)=[C:7]([C:4]4[CH:3]=[CH:2][C:1]([CH3:25])=[CH:6][CH:5]=4)[N:8]=[C:9]3[CH2:23][CH:22]([OH:24])[CH2:21]2)=[N:36][N:35]=[N:34]1)[C:27]1[CH:28]=[CH:29][CH:30]=[CH:31][CH:32]=1. (5) Given the reactants [CH3:1][O:2][C:3]1[CH:8]=[CH:7][N:6]=[C:5]([NH2:9])[CH:4]=1.[Al](Cl)(C)C.[CH3:14][N:15]([CH3:42])[S:16]([C:19]1[CH:40]=[CH:39][C:22]([O:23][C:24]2[C:29]3[CH:30]=[C:31]([CH3:33])[O:32][C:28]=3[CH:27]=[C:26]([C:34](OCC)=[O:35])[CH:25]=2)=[CH:21][C:20]=1[F:41])(=[O:18])=[O:17], predict the reaction product. The product is: [CH3:42][N:15]([CH3:14])[S:16]([C:19]1[CH:40]=[CH:39][C:22]([O:23][C:24]2[C:29]3[CH:30]=[C:31]([CH3:33])[O:32][C:28]=3[CH:27]=[C:26]([C:34]([NH:9][C:5]3[CH:4]=[C:3]([O:2][CH3:1])[CH:8]=[CH:7][N:6]=3)=[O:35])[CH:25]=2)=[CH:21][C:20]=1[F:41])(=[O:17])=[O:18]. (6) Given the reactants [NH:1]1[CH2:6][CH2:5][CH:4]([OH:7])[CH2:3][CH2:2]1.C(N(CC)CC)C.[C:15](O[C:15]([O:17][C:18]([CH3:21])([CH3:20])[CH3:19])=[O:16])([O:17][C:18]([CH3:21])([CH3:20])[CH3:19])=[O:16], predict the reaction product. The product is: [C:18]([O:17][C:15]([N:1]1[CH2:6][CH2:5][CH:4]([OH:7])[CH2:3][CH2:2]1)=[O:16])([CH3:21])([CH3:20])[CH3:19]. (7) Given the reactants [NH2:1][NH:2][C:3]([NH2:5])=[S:4].[CH3:6][C:7]1[CH:15]=[C:14]([CH3:16])[CH:13]=[CH:12][C:8]=1[C:9](Cl)=O, predict the reaction product. The product is: [CH3:6][C:7]1[CH:15]=[C:14]([CH3:16])[CH:13]=[CH:12][C:8]=1[C:9]1[NH:5][C:3](=[S:4])[NH:2][N:1]=1. (8) Given the reactants [N:1]([CH:4]1[CH2:10][CH2:9][N:8]([C:11]2[N:15]([CH3:16])[N:14]=[CH:13][C:12]=2[N+:17]([O-:19])=[O:18])[CH2:7][CH:6]([OH:20])[CH2:5]1)=[N+]=[N-].C1(P(C2C=CC=CC=2)C2C=CC=CC=2)C=CC=CC=1, predict the reaction product. The product is: [NH2:1][CH:4]1[CH2:10][CH2:9][N:8]([C:11]2[N:15]([CH3:16])[N:14]=[CH:13][C:12]=2[N+:17]([O-:19])=[O:18])[CH2:7][CH:6]([OH:20])[CH2:5]1. (9) Given the reactants C([O:5][C:6](=[O:32])[CH2:7][N:8]1[C:12]([C:13]2[CH:18]=[CH:17][CH:16]=[CH:15][CH:14]=2)=[C:11]([CH:19]2[CH2:24][CH2:23][CH2:22][CH2:21][CH2:20]2)[C:10]2[S:25][C:26]([C:28]([O:30][CH3:31])=[O:29])=[CH:27][C:9]1=2)(C)(C)C, predict the reaction product. The product is: [CH:19]1([C:11]2[C:10]3[S:25][C:26]([C:28]([O:30][CH3:31])=[O:29])=[CH:27][C:9]=3[N:8]([CH2:7][C:6]([OH:32])=[O:5])[C:12]=2[C:13]2[CH:18]=[CH:17][CH:16]=[CH:15][CH:14]=2)[CH2:24][CH2:23][CH2:22][CH2:21][CH2:20]1. (10) Given the reactants [O:1]=[C:2]1[C:6]2([CH2:11][CH2:10][N:9]([C:12]3[S:13][C:14]([C:17]([OH:19])=O)=[CH:15][N:16]=3)[CH2:8][CH2:7]2)[N:5]([C:20]2[CH:25]=[CH:24][CH:23]=[CH:22][CH:21]=2)[CH2:4][NH:3]1.S(Cl)(Cl)=O.C(N(CC)CC)C.[NH2:37][C:38]1[CH:43]=[C:42]([C:44]2[S:45][CH:46]=[CH:47][CH:48]=2)[CH:41]=[CH:40][C:39]=1[NH:49]C(=O)OC(C)(C)C, predict the reaction product. The product is: [NH2:49][C:39]1[CH:40]=[CH:41][C:42]([C:44]2[S:45][CH:46]=[CH:47][CH:48]=2)=[CH:43][C:38]=1[NH:37][C:17]([C:14]1[S:13][C:12]([N:9]2[CH2:10][CH2:11][C:6]3([N:5]([C:20]4[CH:21]=[CH:22][CH:23]=[CH:24][CH:25]=4)[CH2:4][NH:3][C:2]3=[O:1])[CH2:7][CH2:8]2)=[N:16][CH:15]=1)=[O:19].